Dataset: Reaction yield outcomes from USPTO patents with 853,638 reactions. Task: Predict the reaction yield, written as a fraction of the theoretical maximum amount of product (1.0 means a 100% yield; for example, 0.34 means a 34% yield). (1) The reactants are [CH3:1][N:2]1[CH:7]=[C:6](B2OC(C)(C)C(C)(C)O2)[CH:5]=[C:4]([NH:17][C:18]2[CH:23]=[CH:22][C:21]([C:24]([N:26]3[CH2:31][CH2:30][O:29][CH2:28][CH2:27]3)=[O:25])=[CH:20][N:19]=2)[C:3]1=[O:32].Cl[C:34]1[C:39]([CH:40]=[O:41])=[C:38]([N:42]2[CH2:54][CH2:53][N:45]3[C:46]4[CH2:47][CH2:48][CH2:49][CH2:50][C:51]=4[CH:52]=[C:44]3[C:43]2=[O:55])[N:37]=[CH:36][CH:35]=1. The catalyst is C1C=CC(P(C2C=CC=CC=2)[C-]2C=CC=C2)=CC=1.C1C=CC(P(C2C=CC=CC=2)[C-]2C=CC=C2)=CC=1.Cl[Pd]Cl.[Fe+2].C1COCC1. The product is [CH3:1][N:2]1[C:3](=[O:32])[C:4]([NH:17][C:18]2[CH:23]=[CH:22][C:21]([C:24]([N:26]3[CH2:31][CH2:30][O:29][CH2:28][CH2:27]3)=[O:25])=[CH:20][N:19]=2)=[CH:5][C:6]([C:34]2[C:39]([CH:40]=[O:41])=[C:38]([N:42]3[CH2:54][CH2:53][N:45]4[C:46]5[CH2:47][CH2:48][CH2:49][CH2:50][C:51]=5[CH:52]=[C:44]4[C:43]3=[O:55])[N:37]=[CH:36][CH:35]=2)=[CH:7]1. The yield is 0.630. (2) The reactants are Cl[C:2]1C=CC(C2(C#N)CC2)=C[CH:3]=1.C[Mg]Cl.[O:16]1[CH2:20][CH2:19]CC1.[ClH:21].[C:22]1([CH3:28])[CH:27]=[CH:26][CH:25]=[CH:24][CH:23]=1. No catalyst specified. The product is [Cl:21][C:25]1[CH:26]=[CH:27][C:22]([C:28]2([C:20](=[O:16])[CH3:19])[CH2:3][CH2:2]2)=[CH:23][CH:24]=1. The yield is 0.340. (3) The reactants are [CH2:1]([C:4]1([C:23]([O:25][CH3:26])=[O:24])[NH:9][C:8](=[O:10])[C:7]2[S:11][C:12](Br)=[CH:13][C:6]=2[CH:5]1[C:15]1[CH:20]=[CH:19][C:18]([Cl:21])=[C:17]([Cl:22])[CH:16]=1)[CH:2]=[CH2:3].C1(P(C2C=CC=CC=2)C2C3OC4C(=CC=CC=4P(C4C=CC=CC=4)C4C=CC=CC=4)C(C)(C)C=3C=CC=2)C=CC=CC=1.C(=O)([O-])[O-].[Cs+].[Cs+].[NH:75]1[CH2:80][CH2:79][O:78][CH2:77][CH2:76]1. The catalyst is C1C=CC(/C=C/C(/C=C/C2C=CC=CC=2)=O)=CC=1.C1C=CC(/C=C/C(/C=C/C2C=CC=CC=2)=O)=CC=1.C1C=CC(/C=C/C(/C=C/C2C=CC=CC=2)=O)=CC=1.[Pd].[Pd].O1CCOCC1. The product is [CH2:1]([C:4]1([C:23]([O:25][CH3:26])=[O:24])[NH:9][C:8](=[O:10])[C:7]2[S:11][C:12]([N:75]3[CH2:80][CH2:79][O:78][CH2:77][CH2:76]3)=[CH:13][C:6]=2[CH:5]1[C:15]1[CH:20]=[CH:19][C:18]([Cl:21])=[C:17]([Cl:22])[CH:16]=1)[CH:2]=[CH2:3]. The yield is 0.260.